This data is from Reaction yield outcomes from USPTO patents with 853,638 reactions. The task is: Predict the reaction yield, written as a fraction of the theoretical maximum amount of product (1.0 means a 100% yield; for example, 0.34 means a 34% yield). (1) The reactants are [Cl:1][C:2]1[C:3]([C:9]([NH2:11])=[O:10])=[N:4][CH:5]=[CH:6][C:7]=1Cl.[OH:12][C:13]1[CH:14]=[CH:15][C:16]([NH:19][C:20]([C:22]2[C:23](=[O:37])[N:24]([C:31]3[CH:36]=[CH:35][CH:34]=[CH:33][CH:32]=3)[N:25]3[CH2:30][CH2:29][CH2:28][CH2:27][C:26]=23)=[O:21])=[N:17][CH:18]=1.CC([O-])(C)C.[K+]. The catalyst is CN(C=O)C.O. The product is [C:9]([C:3]1[C:2]([Cl:1])=[C:7]([O:12][C:13]2[CH:14]=[CH:15][C:16]([NH:19][C:20]([C:22]3[C:23](=[O:37])[N:24]([C:31]4[CH:32]=[CH:33][CH:34]=[CH:35][CH:36]=4)[N:25]4[CH2:30][CH2:29][CH2:28][CH2:27][C:26]=34)=[O:21])=[N:17][CH:18]=2)[CH:6]=[CH:5][N:4]=1)(=[O:10])[NH2:11]. The yield is 0.810. (2) The product is [F:23][C:2]([F:1])([F:22])[O:3][C:4]1[CH:5]=[CH:6][C:7]([N:10]2[CH:14]=[N:13][C:12]([C:15]3[CH:21]=[CH:20][C:18]([NH:19][C:30]([C:27]4[CH:28]=[CH:29][C:24]([C:33]5[CH:34]=[CH:35][CH:36]=[CH:37][CH:38]=5)=[CH:25][CH:26]=4)=[O:31])=[CH:17][CH:16]=3)=[N:11]2)=[CH:8][CH:9]=1. The catalyst is ClCCl.C(OCC)(=O)C.O. The yield is 0.710. The reactants are [F:1][C:2]([F:23])([F:22])[O:3][C:4]1[CH:9]=[CH:8][C:7]([N:10]2[CH:14]=[N:13][C:12]([C:15]3[CH:21]=[CH:20][C:18]([NH2:19])=[CH:17][CH:16]=3)=[N:11]2)=[CH:6][CH:5]=1.[C:24]1([C:33]2[CH:38]=[CH:37][CH:36]=[CH:35][CH:34]=2)[CH:29]=[CH:28][C:27]([C:30](Cl)=[O:31])=[CH:26][CH:25]=1.C(N(CC)CC)C. (3) The reactants are Cl[C:2]1[N:3]=[C:4]([O:29][C:30]2([CH3:34])[CH2:33][CH2:32][CH2:31]2)[C:5]2[C:10]([C:11]3[CH:20]=[CH:19][C:14]4[N:15]=[C:16]([CH3:18])[O:17][C:13]=4[CH:12]=3)=[CH:9][N:8]([CH2:21][O:22][CH2:23][CH2:24][Si:25]([CH3:28])([CH3:27])[CH3:26])[C:6]=2[N:7]=1.[NH2:35][C:36]1[CH:48]=[CH:47][C:39]([C:40]([NH:42][CH:43]2[CH2:46][O:45][CH2:44]2)=[O:41])=[CH:38][C:37]=1[O:49][CH3:50].C(=O)([O-])[O-].[Cs+].[Cs+].C1(P(C2C=CC=CC=2)C2C=CC3C(=CC=CC=3)C=2C2C3C(=CC=CC=3)C=CC=2P(C2C=CC=CC=2)C2C=CC=CC=2)C=CC=CC=1. The catalyst is O1CCOCC1.C([O-])(=O)C.[Pd+2].C([O-])(=O)C. The product is [CH3:50][O:49][C:37]1[CH:38]=[C:39]([CH:47]=[CH:48][C:36]=1[NH:35][C:2]1[N:3]=[C:4]([O:29][C:30]2([CH3:34])[CH2:31][CH2:32][CH2:33]2)[C:5]2[C:10]([C:11]3[CH:20]=[CH:19][C:14]4[N:15]=[C:16]([CH3:18])[O:17][C:13]=4[CH:12]=3)=[CH:9][N:8]([CH2:21][O:22][CH2:23][CH2:24][Si:25]([CH3:26])([CH3:27])[CH3:28])[C:6]=2[N:7]=1)[C:40]([NH:42][CH:43]1[CH2:44][O:45][CH2:46]1)=[O:41]. The yield is 0.990.